This data is from Catalyst prediction with 721,799 reactions and 888 catalyst types from USPTO. The task is: Predict which catalyst facilitates the given reaction. (1) Reactant: [Li].[Li+].C[Si]([N-][Si](C)(C)C)(C)C.[C:12]([O:15][CH2:16][CH3:17])(=[O:14])[CH3:13].[Br:18][C:19]1[C:28]([CH2:29]Br)=[C:27]([O:31][CH3:32])[C:26]2[C:21](=[CH:22][CH:23]=[CH:24][CH:25]=2)[C:20]=1[O:33][CH3:34]. Product: [Br:18][C:19]1[C:28]([CH2:29][CH2:13][C:12]([O:15][CH2:16][CH3:17])=[O:14])=[C:27]([O:31][CH3:32])[C:26]2[C:21]([C:20]=1[O:33][CH3:34])=[CH:22][CH:23]=[CH:24][CH:25]=2. The catalyst class is: 569. (2) Reactant: [F:1][C:2]1[CH:7]=[CH:6][CH:5]=[CH:4][C:3]=1[NH:8][C:9]([NH2:11])=[S:10].BrBr. Product: [F:1][C:2]1[C:3]2[N:8]=[C:9]([NH2:11])[S:10][C:4]=2[CH:5]=[CH:6][CH:7]=1. The catalyst class is: 22. (3) The catalyst class is: 9. Reactant: [Cl:1][C:2]1[CH:7]=[CH:6][C:5]([SH:8])=[CH:4][CH:3]=1.[H-].[Na+].[CH:11]([N:24]1[CH2:27][CH:26](OS(C)(=O)=O)[CH2:25]1)([C:18]1[CH:23]=[CH:22][CH:21]=[CH:20][CH:19]=1)[C:12]1[CH:17]=[CH:16][CH:15]=[CH:14][CH:13]=1. Product: [CH:11]([N:24]1[CH2:27][CH:26]([S:8][C:5]2[CH:6]=[CH:7][C:2]([Cl:1])=[CH:3][CH:4]=2)[CH2:25]1)([C:18]1[CH:19]=[CH:20][CH:21]=[CH:22][CH:23]=1)[C:12]1[CH:13]=[CH:14][CH:15]=[CH:16][CH:17]=1. (4) Reactant: [C:1]1([CH:7]([C:23]2[CH:28]=[CH:27][CH:26]=[CH:25][CH:24]=2)[O:8][C:9]2[CH:18]=[CH:17][C:12]([C:13](OC)=[O:14])=[CH:11][C:10]=2[CH2:19][CH:20]([CH3:22])[CH3:21])[CH:6]=[CH:5][CH:4]=[CH:3][CH:2]=1.[H-].[Al+3].[Li+].[H-].[H-].[H-].O.O.O.O.O.O.O.O.O.O.S([O-])([O-])(=O)=O.[Na+].[Na+]. Product: [C:1]1([CH:7]([C:23]2[CH:28]=[CH:27][CH:26]=[CH:25][CH:24]=2)[O:8][C:9]2[CH:18]=[CH:17][C:12]([CH2:13][OH:14])=[CH:11][C:10]=2[CH2:19][CH:20]([CH3:22])[CH3:21])[CH:6]=[CH:5][CH:4]=[CH:3][CH:2]=1. The catalyst class is: 7. (5) Reactant: [Cl:1][C:2]1[C:15]([C:16]2[CH:21]=[CH:20][CH:19]=[CH:18][CH:17]=2)=[C:14](Cl)[N:5]2[N:6]=[C:7]3[C:12]([CH:11]=[C:10]([F:13])[CH:9]=[CH:8]3)=[C:4]2[N:3]=1.O.O1CCCC1.[Cl-].[NH4+]. Product: [Cl:1][C:2]1[C:15]([C:16]2[CH:21]=[CH:20][CH:19]=[CH:18][CH:17]=2)=[CH:14][N:5]2[N:6]=[C:7]3[C:12]([CH:11]=[C:10]([F:13])[CH:9]=[CH:8]3)=[C:4]2[N:3]=1. The catalyst class is: 490. (6) Reactant: [C:1]([O:5][C:6]([N:8]1[CH2:20][C@@H:19]([CH3:21])[N:18]2[C@H:10]([CH2:11][C:12]3[C:17]2=[N:16][C:15]([CH2:22][OH:23])=[CH:14][CH:13]=3)[CH2:9]1)=[O:7])([CH3:4])([CH3:3])[CH3:2].[Br:24]N1C(=O)CCC1=O. Product: [C:1]([O:5][C:6]([N:8]1[CH2:20][C@@H:19]([CH3:21])[N:18]2[C@H:10]([CH2:11][C:12]3[C:17]2=[N:16][C:15]([CH2:22][OH:23])=[C:14]([Br:24])[CH:13]=3)[CH2:9]1)=[O:7])([CH3:2])([CH3:4])[CH3:3]. The catalyst class is: 7. (7) Reactant: [F:1][C:2]([F:11])([F:10])[C:3]1[CH:9]=[CH:8][C:6]([NH2:7])=[CH:5][CH:4]=1.CC([O:16][C:17](OC(OC(C)(C)C)=O)=[O:18])(C)C.[Li]CCCC.C(=O)=O. Product: [NH2:7][C:6]1[CH:8]=[CH:9][C:3]([C:2]([F:10])([F:11])[F:1])=[CH:4][C:5]=1[C:17]([OH:18])=[O:16]. The catalyst class is: 527. (8) Reactant: Cl[C:2](=[N:13][OH:14])[C:3]1[CH:12]=[CH:11][C:6]([C:7]([O:9][CH3:10])=[O:8])=[CH:5][CH:4]=1.[C:15]([C:17]1[CH:22]=[CH:21][C:20]([C:23]([F:26])([F:25])[F:24])=[CH:19][CH:18]=1)#[CH:16].C(N(CC)CC)C.O. Product: [F:24][C:23]([F:25])([F:26])[C:20]1[CH:19]=[CH:18][C:17]([C:15]2[O:14][N:13]=[C:2]([C:3]3[CH:12]=[CH:11][C:6]([C:7]([O:9][CH3:10])=[O:8])=[CH:5][CH:4]=3)[CH:16]=2)=[CH:22][CH:21]=1. The catalyst class is: 7.